Dataset: NCI-60 drug combinations with 297,098 pairs across 59 cell lines. Task: Regression. Given two drug SMILES strings and cell line genomic features, predict the synergy score measuring deviation from expected non-interaction effect. (1) Drug 1: CN1CCC(CC1)COC2=C(C=C3C(=C2)N=CN=C3NC4=C(C=C(C=C4)Br)F)OC. Drug 2: CC1C(C(CC(O1)OC2CC(CC3=C2C(=C4C(=C3O)C(=O)C5=CC=CC=C5C4=O)O)(C(=O)C)O)N)O. Cell line: SK-MEL-28. Synergy scores: CSS=43.6, Synergy_ZIP=0.552, Synergy_Bliss=1.82, Synergy_Loewe=-30.1, Synergy_HSA=-0.439. (2) Drug 1: C1=CC(=CC=C1CC(C(=O)O)N)N(CCCl)CCCl.Cl. Drug 2: C1CN1P(=S)(N2CC2)N3CC3. Cell line: OVCAR-4. Synergy scores: CSS=3.43, Synergy_ZIP=0.821, Synergy_Bliss=2.41, Synergy_Loewe=-1.96, Synergy_HSA=-1.33. (3) Drug 1: CC1C(C(CC(O1)OC2CC(CC3=C2C(=C4C(=C3O)C(=O)C5=C(C4=O)C(=CC=C5)OC)O)(C(=O)CO)O)N)O.Cl. Drug 2: C1=CC(=CC=C1CCC2=CNC3=C2C(=O)NC(=N3)N)C(=O)NC(CCC(=O)O)C(=O)O. Cell line: LOX IMVI. Synergy scores: CSS=42.2, Synergy_ZIP=4.20, Synergy_Bliss=4.39, Synergy_Loewe=-10.4, Synergy_HSA=2.18. (4) Drug 1: CS(=O)(=O)C1=CC(=C(C=C1)C(=O)NC2=CC(=C(C=C2)Cl)C3=CC=CC=N3)Cl. Drug 2: CCC1=CC2CC(C3=C(CN(C2)C1)C4=CC=CC=C4N3)(C5=C(C=C6C(=C5)C78CCN9C7C(C=CC9)(C(C(C8N6C)(C(=O)OC)O)OC(=O)C)CC)OC)C(=O)OC.C(C(C(=O)O)O)(C(=O)O)O. Cell line: SW-620. Synergy scores: CSS=69.5, Synergy_ZIP=12.9, Synergy_Bliss=12.2, Synergy_Loewe=-42.9, Synergy_HSA=10.4. (5) Drug 1: C1C(C(OC1N2C=C(C(=O)NC2=O)F)CO)O. Drug 2: CCC1(CC2CC(C3=C(CCN(C2)C1)C4=CC=CC=C4N3)(C5=C(C=C6C(=C5)C78CCN9C7C(C=CC9)(C(C(C8N6C)(C(=O)OC)O)OC(=O)C)CC)OC)C(=O)OC)O.OS(=O)(=O)O. Cell line: CCRF-CEM. Synergy scores: CSS=30.5, Synergy_ZIP=1.75, Synergy_Bliss=2.97, Synergy_Loewe=-21.5, Synergy_HSA=-0.516.